From a dataset of Forward reaction prediction with 1.9M reactions from USPTO patents (1976-2016). Predict the product of the given reaction. (1) Given the reactants O1CCOCC1.Cl[C:8]1[N:17]=[CH:16][C:15]2[C:10](=[C:11]([CH3:18])[CH:12]=[CH:13][CH:14]=2)[N:9]=1.[NH2:19][C:20]1[CH:28]=[C:27]2[C:23]([C:24]([CH2:29][OH:30])=[N:25][NH:26]2)=[CH:22][CH:21]=1.Cl, predict the reaction product. The product is: [CH3:18][C:11]1[CH:12]=[CH:13][CH:14]=[C:15]2[C:10]=1[N:9]=[C:8]([NH:19][C:20]1[CH:28]=[C:27]3[C:23]([C:24]([CH2:29][OH:30])=[N:25][NH:26]3)=[CH:22][CH:21]=1)[N:17]=[CH:16]2. (2) Given the reactants Cl[C:2]1[NH:7][C:6]2[CH:8]=[C:9]([Cl:11])[S:10][C:5]=2[S:4](=[O:13])(=[O:12])[N:3]=1.[CH3:14][C:15]1([NH2:18])[CH2:17][CH2:16]1, predict the reaction product. The product is: [Cl:11][C:9]1[S:10][C:5]2[S:4](=[O:13])(=[O:12])[N:3]=[C:2]([NH:18][C:15]3([CH3:14])[CH2:17][CH2:16]3)[NH:7][C:6]=2[CH:8]=1. (3) Given the reactants C[O:2][C:3](=O)[C@@H:4]1[CH2:8][CH2:7][CH2:6][N:5]1[CH2:9][C:10]1[C:11]2[C:16]([C:17]3[CH:18]=[C:19]4[O:26][CH2:25][O:24][C:20]4=[CH:21][C:22]=3[CH:23]=1)=[CH:15][C:14]([O:27][CH2:28][C:29]1[CH:34]=[CH:33][CH:32]=[CH:31][CH:30]=1)=[CH:13][CH:12]=2.N, predict the reaction product. The product is: [CH2:25]1[O:26][C:19]2[C:20](=[CH:21][C:22]3[CH:23]=[C:10]([CH2:9][N:5]4[CH2:6][CH2:7][CH2:8][C@H:4]4[CH2:3][OH:2])[C:11]4[C:16]([C:17]=3[CH:18]=2)=[CH:15][C:14]([O:27][CH2:28][C:29]2[CH:34]=[CH:33][CH:32]=[CH:31][CH:30]=2)=[CH:13][CH:12]=4)[O:24]1. (4) Given the reactants CN([C:4]([O:8]N1N=NC2C=CC=CC1=2)=[N+](C)C)C.[B-](F)(F)(F)F.[S:23]1[CH:27]=[CH:26][CH:25]=[C:24]1[C:28]([OH:30])=O.CC[N:33]([CH:37]([CH3:39])[CH3:38])[CH:34]([CH3:36])C.[OH2:40], predict the reaction product. The product is: [S:23]1[CH:27]=[CH:26][CH:25]=[C:24]1[C:28]([N:33]1[CH2:34][CH2:36][CH2:39][C@H:37]1[C:38]([O:8][CH3:4])=[O:40])=[O:30]. (5) Given the reactants [C@H:1]12[CH2:6][C@H:5]1[CH2:4][NH:3][C@@H:2]2[CH2:7][NH:8][C:9]([C:11]1[N:18]2[C:14]([S:15][CH:16]=[CH:17]2)=[N:13][C:12]=1[CH3:19])=[O:10].[CH2:20]([C:22]1[CH:27]=[CH:26][C:25]([C:28]2[S:32][C:31]([CH3:33])=[N:30][C:29]=2[C:34](O)=[O:35])=[CH:24][CH:23]=1)[CH3:21], predict the reaction product. The product is: [CH2:20]([C:22]1[CH:23]=[CH:24][C:25]([C:28]2[S:32][C:31]([CH3:33])=[N:30][C:29]=2[C:34]([N:3]2[CH2:4][C@H:5]3[C@H:1]([CH2:6]3)[C@H:2]2[CH2:7][NH:8][C:9]([C:11]2[N:18]3[C:14]([S:15][CH:16]=[CH:17]3)=[N:13][C:12]=2[CH3:19])=[O:10])=[O:35])=[CH:26][CH:27]=1)[CH3:21]. (6) Given the reactants [CH3:1][O:2][C:3](=[O:29])[C:4]([NH:18]C(OCC1C=CC=CC=1)=O)=[CH:5][C:6]1[CH:7]=[C:8]2[C:12](=[C:13]([CH3:15])[CH:14]=1)[NH:11][CH:10]=[C:9]2[C:16]#[N:17], predict the reaction product. The product is: [CH3:1][O:2][C:3](=[O:29])[CH:4]([NH2:18])[CH2:5][C:6]1[CH:7]=[C:8]2[C:12](=[C:13]([CH3:15])[CH:14]=1)[NH:11][CH:10]=[C:9]2[C:16]#[N:17].